Predict the reaction yield, written as a fraction of the theoretical maximum amount of product (1.0 means a 100% yield; for example, 0.34 means a 34% yield). From a dataset of Reaction yield outcomes from USPTO patents with 853,638 reactions. (1) The reactants are Cl.[NH:2]([C:4]1[CH:5]=[C:6]([CH:10]=[CH:11][C:12]=1[CH3:13])[C:7]([OH:9])=[O:8])[NH2:3].[CH2:14]([O:16][C:17](=[O:26])[C:18]([C:24]#[N:25])=[C:19](OCC)[CH3:20])[CH3:15].C(N(CC)CC)C. The yield is 0.680. The catalyst is C(O)C. The product is [CH2:14]([O:16][C:17]([C:18]1[C:19]([CH3:20])=[N:3][N:2]([C:4]2[CH:5]=[C:6]([C:7]([OH:9])=[O:8])[CH:10]=[CH:11][C:12]=2[CH3:13])[C:24]=1[NH2:25])=[O:26])[CH3:15]. (2) The reactants are [C:1]([O:5][C:6](=[O:20])[NH:7][C:8]1[CH:9]=[N:10][C:11]([C:14]2[CH:19]=[CH:18][CH:17]=[CH:16][CH:15]=2)=[CH:12][CH:13]=1)([CH3:4])([CH3:3])[CH3:2].CN(CCN(C)C)C.[Li]CCCC.[I:34]I. The catalyst is C(OCC)C.C1COCC1. The product is [C:1]([O:5][C:6](=[O:20])[NH:7][C:8]1[CH:9]=[N:10][C:11]([C:14]2[CH:15]=[CH:16][CH:17]=[CH:18][CH:19]=2)=[CH:12][C:13]=1[I:34])([CH3:4])([CH3:2])[CH3:3]. The yield is 0.110. (3) The reactants are [NH2:1][C:2]1[CH:3]=[C:4]([CH2:11][N:12]2[CH2:17][C@@H:16]3[CH2:18][C@H:13]2[CH2:14][N:15]3C(OC(C)(C)C)=O)[C:5]2[O:9][CH:8]=[CH:7][C:6]=2[CH:10]=1.[C:26]1([CH3:36])[C:27]([S:32]([Cl:35])(=[O:34])=[O:33])=[CH:28][CH:29]=[CH:30][CH:31]=1. No catalyst specified. The product is [ClH:35].[ClH:35].[C@H:13]12[CH2:18][C@H:16]([NH:15][CH2:14]1)[CH2:17][N:12]2[CH2:11][C:4]1[C:5]2[O:9][CH:8]=[CH:7][C:6]=2[CH:10]=[C:2]([NH:1][S:32]([C:27]2[CH:28]=[CH:29][CH:30]=[CH:31][C:26]=2[CH3:36])(=[O:34])=[O:33])[CH:3]=1. The yield is 0.310. (4) The yield is 0.680. The reactants are [CH2:1]([O:8][CH2:9][Li])[C:2]1[CH:7]=[CH:6][CH:5]=[CH:4][CH:3]=1.[Sn](COCC1C=CC=CC=1)(CCCC)(CCCC)CCCC.[Li]CCCC.[Br:38][C:39]1[CH:44]=[CH:43][C:42]([NH:45][C:46]2[C:47]([CH:56]=[O:57])=[CH:48][C:49]3[NH:53][CH:52]=[N:51][C:50]=3[C:54]=2[F:55])=[C:41]([Cl:58])[CH:40]=1. The product is [CH2:1]([O:8][CH2:9][CH:56]([C:47]1[C:46]([NH:45][C:42]2[CH:43]=[CH:44][C:39]([Br:38])=[CH:40][C:41]=2[Cl:58])=[C:54]([F:55])[C:50]2[N:51]=[CH:52][NH:53][C:49]=2[CH:48]=1)[OH:57])[C:2]1[CH:7]=[CH:6][CH:5]=[CH:4][CH:3]=1. The catalyst is C1COCC1.